Dataset: Forward reaction prediction with 1.9M reactions from USPTO patents (1976-2016). Task: Predict the product of the given reaction. (1) Given the reactants [CH3:1][C:2]1[CH:7]=[CH:6][CH:5]=[C:4]([CH3:8])[C:3]=1[CH2:9][S:10]([C:13]1[CH:14]=[C:15]2[C:19](=[CH:20][CH:21]=1)[NH:18][C:17](=[O:22])/[C:16]/2=[CH:23]\[C:24]1[NH:28][C:27]([CH3:29])=[C:26]([C:30](O)=[O:31])[C:25]=1[CH3:33])(=[O:12])=[O:11].[CH3:34][N:35]1[CH2:40][CH2:39][NH:38][CH2:37][CH2:36]1.C1C=CC2N(O)N=NC=2C=1.CCN=C=NCCCN(C)C.Cl, predict the reaction product. The product is: [CH3:33][C:25]1[C:26]([C:30]([N:38]2[CH2:39][CH2:40][N:35]([CH3:34])[CH2:36][CH2:37]2)=[O:31])=[C:27]([CH3:29])[NH:28][C:24]=1/[CH:23]=[C:16]1\[C:17](=[O:22])[NH:18][C:19]2[C:15]\1=[CH:14][C:13]([S:10]([CH2:9][C:3]1[C:2]([CH3:1])=[CH:7][CH:6]=[CH:5][C:4]=1[CH3:8])(=[O:11])=[O:12])=[CH:21][CH:20]=2. (2) Given the reactants C(N(CC)C(=O)[O:5][C:6]1[C:7]([C:32]#[N:33])=[N:8][CH:9]=[CH:10][C:11]=1[CH2:12][CH2:13][CH2:14][CH2:15][CH2:16][NH:17][C:18]1[C:19]2[C:24]([N:25]=[C:26]3[C:31]=1[CH2:30][CH2:29][CH2:28][CH2:27]3)=[CH:23][CH:22]=[CH:21][CH:20]=2)C.[NH2:37][OH:38].Cl.N1C=CC=CC=1, predict the reaction product. The product is: [OH:38][N:37]=[C:32]([C:7]1[C:6]([OH:5])=[C:11]([CH2:12][CH2:13][CH2:14][CH2:15][CH2:16][NH:17][C:18]2[C:19]3[C:24]([N:25]=[C:26]4[C:31]=2[CH2:30][CH2:29][CH2:28][CH2:27]4)=[CH:23][CH:22]=[CH:21][CH:20]=3)[CH:10]=[CH:9][N:8]=1)[NH2:33]. (3) Given the reactants CC(OC(C)=O)=O.OS(O)(=O)=O.[I:13]I.[F:15][C:16]1[C:24]([F:25])=[C:23]([F:26])[CH:22]=[CH:21][C:17]=1[C:18]([OH:20])=[O:19], predict the reaction product. The product is: [F:15][C:16]1[C:24]([F:25])=[C:23]([F:26])[C:22]([I:13])=[CH:21][C:17]=1[C:18]([OH:20])=[O:19]. (4) The product is: [CH3:19][C:20]1([CH3:32])[C:24]([CH3:25])([CH3:26])[O:23][B:22]([C:27]2[CH:31]=[N:30][N:29]([CH:6]3[CH2:11][CH2:10][N:9]([C:12]([O:14][C:15]([CH3:18])([CH3:17])[CH3:16])=[O:13])[CH2:8][CH2:7]3)[CH:28]=2)[O:21]1. Given the reactants CS(O[CH:6]1[CH2:11][CH2:10][N:9]([C:12]([O:14][C:15]([CH3:18])([CH3:17])[CH3:16])=[O:13])[CH2:8][CH2:7]1)(=O)=O.[CH3:19][C:20]1([CH3:32])[C:24]([CH3:26])([CH3:25])[O:23][B:22]([C:27]2[CH:28]=[N:29][NH:30][CH:31]=2)[O:21]1.C([O-])([O-])=O.[Cs+].[Cs+], predict the reaction product. (5) Given the reactants [C:1]([O:5][C:6]([N:8]1[C@@H:12]([CH2:13][CH:14]([OH:18])[CH2:15][CH:16]=[CH2:17])[CH2:11][O:10][C:9]1([CH3:20])[CH3:19])=[O:7])([CH3:4])([CH3:3])[CH3:2].[H-].[Na+].[CH2:23](Br)[CH:24]=[CH2:25], predict the reaction product. The product is: [C:1]([O:5][C:6]([N:8]1[C@@H:12]([CH2:13][CH:14]([O:18][CH2:25][CH:24]=[CH2:23])[CH2:15][CH:16]=[CH2:17])[CH2:11][O:10][C:9]1([CH3:20])[CH3:19])=[O:7])([CH3:4])([CH3:3])[CH3:2]. (6) Given the reactants [Cl:1][C:2]1[CH:11]=[C:10]([C:12]([NH:14][CH2:15][C:16]2[CH:24]=[CH:23][CH:22]=[C:21]3[C:17]=2[CH:18]=[N:19][N:20]3[CH:25]2[CH2:30][CH2:29][CH2:28][CH2:27][O:26]2)=[O:13])[CH:9]=[CH:8][C:3]=1[C:4]([O:6]C)=[O:5].[OH-].[Na+], predict the reaction product. The product is: [Cl:1][C:2]1[CH:11]=[C:10]([C:12]([NH:14][CH2:15][C:16]2[CH:24]=[CH:23][CH:22]=[C:21]3[C:17]=2[CH:18]=[N:19][N:20]3[CH:25]2[CH2:30][CH2:29][CH2:28][CH2:27][O:26]2)=[O:13])[CH:9]=[CH:8][C:3]=1[C:4]([OH:6])=[O:5]. (7) Given the reactants Br[C:2]1[CH:7]=[CH:6][CH:5]=[CH:4][CH:3]=1.CC1(C)C2C(=C(P(C3C=CC=CC=3)C3C=CC=CC=3)C=CC=2)OC2C(P(C3C=CC=CC=3)C3C=CC=CC=3)=CC=CC1=2.C([O-])([O-])=O.[Cs+].[Cs+].[NH2:56][C@@H:57]1[CH2:65][C:64]2[C:59](=[CH:60][CH:61]=[C:62]([NH:66][C:67]([C:69]3[C:70]([C:76]4[CH:81]=[CH:80][C:79]([C:82]([F:85])([F:84])[F:83])=[CH:78][CH:77]=4)=[C:71]([CH3:75])[CH:72]=[CH:73][CH:74]=3)=[O:68])[CH:63]=2)[CH2:58]1, predict the reaction product. The product is: [C:2]1([NH:56][C@@H:57]2[CH2:65][C:64]3[C:59](=[CH:60][CH:61]=[C:62]([NH:66][C:67]([C:69]4[C:70]([C:76]5[CH:77]=[CH:78][C:79]([C:82]([F:83])([F:84])[F:85])=[CH:80][CH:81]=5)=[C:71]([CH3:75])[CH:72]=[CH:73][CH:74]=4)=[O:68])[CH:63]=3)[CH2:58]2)[CH:7]=[CH:6][CH:5]=[CH:4][CH:3]=1. (8) Given the reactants N1C=CN=C1.[OH:6][CH2:7][CH2:8][CH2:9][NH:10][C:11](=[O:17])[O:12][C:13]([CH3:16])([CH3:15])[CH3:14].[CH3:18][C:19]([Si:22](Cl)([CH3:24])[CH3:23])([CH3:21])[CH3:20].CCOC(C)=O.CCCCCC, predict the reaction product. The product is: [C:13]([O:12][C:11](=[O:17])[NH:10][CH2:9][CH2:8][CH2:7][O:6][Si:22]([C:19]([CH3:21])([CH3:20])[CH3:18])([CH3:24])[CH3:23])([CH3:14])([CH3:16])[CH3:15]. (9) Given the reactants [Cl:1][C:2]1[CH:7]=[C:6]2[NH:8][C:9](=[O:46])[C@@:10]3([C@H:14]([CH2:15][C@@H:16]([CH3:21])[C:17]([F:20])([F:19])[F:18])[NH:13][C@@H:12]([C:22]([NH:24][C:25]4[CH:35]=[CH:34][C:28]([C:29]([O:31]CC)=[O:30])=[CH:27][C:26]=4[O:36][CH3:37])=[O:23])[C@@H:11]3[C:38]3[CH:43]=[CH:42][CH:41]=[C:40]([Cl:44])[C:39]=3[F:45])[C:5]2=[CH:4][CH:3]=1.Cl, predict the reaction product. The product is: [Cl:1][C:2]1[CH:7]=[C:6]2[NH:8][C:9](=[O:46])[C@@:10]3([C@H:14]([CH2:15][C@@H:16]([CH3:21])[C:17]([F:18])([F:19])[F:20])[NH:13][C@@H:12]([C:22]([NH:24][C:25]4[CH:35]=[CH:34][C:28]([C:29]([OH:31])=[O:30])=[CH:27][C:26]=4[O:36][CH3:37])=[O:23])[C@@H:11]3[C:38]3[CH:43]=[CH:42][CH:41]=[C:40]([Cl:44])[C:39]=3[F:45])[C:5]2=[CH:4][CH:3]=1. (10) Given the reactants C(Cl)(=O)C(Cl)=O.CS(C)=O.[F:11][C:12]1[CH:17]=[CH:16][C:15]([N:18]2[C:22]3[CH:23]=[C:24]4[C@:29]([CH2:31][OH:32])([CH2:30][C:21]=3[CH:20]=[N:19]2)[CH2:28][N:27]([S:33]([C:36]2[CH:41]=[CH:40][C:39]([C:42]([F:45])([F:44])[F:43])=[CH:38][CH:37]=2)(=[O:35])=[O:34])[CH2:26][CH2:25]4)=[CH:14][CH:13]=1.C(N(CC)CC)C, predict the reaction product. The product is: [F:11][C:12]1[CH:17]=[CH:16][C:15]([N:18]2[C:22]3[CH:23]=[C:24]4[C@:29]([CH:31]=[O:32])([CH2:30][C:21]=3[CH:20]=[N:19]2)[CH2:28][N:27]([S:33]([C:36]2[CH:37]=[CH:38][C:39]([C:42]([F:45])([F:43])[F:44])=[CH:40][CH:41]=2)(=[O:35])=[O:34])[CH2:26][CH2:25]4)=[CH:14][CH:13]=1.